This data is from Full USPTO retrosynthesis dataset with 1.9M reactions from patents (1976-2016). The task is: Predict the reactants needed to synthesize the given product. (1) Given the product [C:30]([O:29][C:27]([CH2:2][C:3]1[C:4]([CH3:25])=[N:5][C:6]2[N:7]([CH:17]=[C:18]([C:20]([O:22][CH2:23][CH3:24])=[O:21])[N:19]=2)[C:8]=1[C:9]1[CH:14]=[CH:13][C:12]([Cl:15])=[CH:11][C:10]=1[Cl:16])=[O:26])([CH3:33])([CH3:32])[CH3:31], predict the reactants needed to synthesize it. The reactants are: N[CH2:2][C:3]1[C:4]([CH3:25])=[N:5][C:6]2[N:7]([CH:17]=[C:18]([C:20]([O:22][CH2:23][CH3:24])=[O:21])[N:19]=2)[C:8]=1[C:9]1[CH:14]=[CH:13][C:12]([Cl:15])=[CH:11][C:10]=1[Cl:16].[O:26](C(OC(C)(C)C)=O)[C:27]([O:29][C:30]([CH3:33])([CH3:32])[CH3:31])=O.CCN(CC)CC. (2) The reactants are: [F:1][CH2:2][C:3]([C:5]1[CH:10]=CC=CC=1)=O.[N:11]1([C:17]([O:19][C:20]([CH3:23])([CH3:22])[CH3:21])=[O:18])[CH2:16][CH2:15][NH:14][CH2:13][CH2:12]1.C(O[BH-](OC(=O)C)OC(=O)C)(=O)C.[Na+].CO.C(=O)([O-])O.[Na+].O1[CH2:49][CH2:48][CH2:47][CH2:46]1. Given the product [F:1][C:2]1[CH:3]=[CH:5][CH:10]=[CH:49][C:48]=1[CH:47]([N:14]1[CH2:13][CH2:12][N:11]([C:17]([O:19][C:20]([CH3:23])([CH3:22])[CH3:21])=[O:18])[CH2:16][CH2:15]1)[CH3:46], predict the reactants needed to synthesize it. (3) The reactants are: CCN(C(C)C)C(C)C.[C:10](OC(=O)C)(=[O:12])[CH3:11].C(O)(=O)C.[NH2:21][CH2:22][C:23]1[CH:28]=[CH:27][C:26]([C:29]2[CH:38]=[C:37]([C:39]([NH:41][CH2:42][C@H:43]3[CH2:48][CH2:47][C@H:46]([CH2:49][NH:50][C:51](=[O:57])[O:52][C:53]([CH3:56])([CH3:55])[CH3:54])[CH2:45][CH2:44]3)=[O:40])[C:36]3[C:31](=[CH:32][CH:33]=[CH:34][CH:35]=3)[N:30]=2)=[CH:25][CH:24]=1. Given the product [C:10]([NH:21][CH2:22][C:23]1[CH:24]=[CH:25][C:26]([C:29]2[CH:38]=[C:37]([C:39]([NH:41][CH2:42][C@H:43]3[CH2:48][CH2:47][C@H:46]([CH2:49][NH:50][C:51](=[O:57])[O:52][C:53]([CH3:54])([CH3:56])[CH3:55])[CH2:45][CH2:44]3)=[O:40])[C:36]3[C:31](=[CH:32][CH:33]=[CH:34][CH:35]=3)[N:30]=2)=[CH:27][CH:28]=1)(=[O:12])[CH3:11], predict the reactants needed to synthesize it. (4) Given the product [NH2:12][C:9]1[CH:10]=[C:11]2[C:6](=[CH:7][CH:8]=1)[N:5]([CH:15]1[CH2:20][CH2:19][N:18]([C:21]([O:23][C:24]([CH3:25])([CH3:27])[CH3:26])=[O:22])[CH2:17][CH2:16]1)[CH:4]=[C:3]2[C:1]#[N:2], predict the reactants needed to synthesize it. The reactants are: [C:1]([C:3]1[C:11]2[C:6](=[CH:7][CH:8]=[C:9]([N+:12]([O-])=O)[CH:10]=2)[N:5]([CH:15]2[CH2:20][CH2:19][N:18]([C:21]([O:23][C:24]([CH3:27])([CH3:26])[CH3:25])=[O:22])[CH2:17][CH2:16]2)[CH:4]=1)#[N:2].[Cl-].[NH4+].O. (5) Given the product [C:29]([C:28]1([NH:27][C:16]([C@@H:15]([NH:14][C:12]([N:3]2[CH2:2][CH2:1][C:6]3([CH2:11][CH2:10][CH2:9][CH2:8][CH2:7]3)[CH2:5][CH2:4]2)=[O:13])[CH2:19][C:20]([F:22])([F:23])[CH3:21])=[O:17])[CH2:32][CH2:33]1)#[N:30], predict the reactants needed to synthesize it. The reactants are: [CH2:1]1[C:6]2([CH2:11][CH2:10][CH2:9][CH2:8][CH2:7]2)[CH2:5][CH2:4][N:3]([C:12]([NH:14][C@@H:15]([CH2:19][C:20]([F:23])([F:22])[CH3:21])[C:16](O)=[O:17])=[O:13])[CH2:2]1.ON1[C:29]2[N:30]=C[CH:32]=[CH:33][C:28]=2[N:27]=N1.CCN=C=NCCCN(C)C.Cl.C(N1CCOCC1)C. (6) Given the product [Cl:16][C:2]1[CH:3]=[CH:4][C:5]2[C:10](=[CH:9][CH:8]=[C:7]([C:11]([O:13][CH2:14][CH3:15])=[O:12])[CH:6]=2)[N:1]=1, predict the reactants needed to synthesize it. The reactants are: [N:1]1[C:10]2[C:5](=[CH:6][C:7]([C:11]([O:13][CH2:14][CH3:15])=[O:12])=[CH:8][CH:9]=2)[CH:4]=[CH:3][CH:2]=1.[Cl:16]C1C=CC=C(C(OO)=O)C=1. (7) Given the product [F:1][C:2]1[C:3]([O:13][CH3:14])=[C:4]([I:12])[C:5]2[O:9][CH2:8][C:7](=[O:10])[C:6]=2[CH:11]=1, predict the reactants needed to synthesize it. The reactants are: [F:1][C:2]1[C:3]([OH:13])=[C:4]([I:12])[C:5]2[O:9][CH2:8][C:7](=[O:10])[C:6]=2[CH:11]=1.[C:14](=O)([O-])[O-].[K+].[K+].S(OC)(OC)(=O)=O.O.